From a dataset of Full USPTO retrosynthesis dataset with 1.9M reactions from patents (1976-2016). Predict the reactants needed to synthesize the given product. (1) Given the product [CH3:11][C:10]1[N:6]([CH2:5][C:4]2[CH:3]=[C:2]([N:37]3[CH2:38][CH2:39][CH:34]([OH:33])[CH2:35][CH2:36]3)[CH:32]=[CH:31][CH:30]=2)[N:7]=[C:8]([C:12]2[O:16][N:15]=[C:14]([C:17]3[CH:22]=[CH:21][C:20]([C:23]4([C:26]([F:29])([F:28])[F:27])[CH2:25][CH2:24]4)=[CH:19][CH:18]=3)[N:13]=2)[CH:9]=1, predict the reactants needed to synthesize it. The reactants are: Br[C:2]1[CH:3]=[C:4]([CH:30]=[CH:31][CH:32]=1)[CH2:5][N:6]1[C:10]([CH3:11])=[CH:9][C:8]([C:12]2[O:16][N:15]=[C:14]([C:17]3[CH:22]=[CH:21][C:20]([C:23]4([C:26]([F:29])([F:28])[F:27])[CH2:25][CH2:24]4)=[CH:19][CH:18]=3)[N:13]=2)=[N:7]1.[OH:33][CH:34]1[CH2:39][CH2:38][NH:37][CH2:36][CH2:35]1. (2) Given the product [Cl:39][C:35]1[CH:34]=[C:33]([C@@H:31]([OH:32])[CH2:30][NH:8][CH:9]([CH2:12][C:13]2[CH:18]=[CH:17][C:16]([O:19][C:20]3[C:29]4[C:24](=[CH:25][CH:26]=[CH:27][CH:28]=4)[N:23]=[CH:22][CH:21]=3)=[CH:15][CH:14]=2)[CH2:10][OH:11])[CH:38]=[CH:37][CH:36]=1, predict the reactants needed to synthesize it. The reactants are: C([N:8]([CH2:30][C@@H:31]([C:33]1[CH:38]=[CH:37][CH:36]=[C:35]([Cl:39])[CH:34]=1)[OH:32])[C@@H:9]([CH2:12][C:13]1[CH:18]=[CH:17][C:16]([O:19][C:20]2[C:29]3[C:24](=[CH:25][CH:26]=[CH:27][CH:28]=3)[N:23]=[CH:22][CH:21]=2)=[CH:15][CH:14]=1)[CH2:10][OH:11])C1C=CC=CC=1.CO. (3) Given the product [CH2:39]([O:38][C:36](=[O:37])[NH:35][C:32]1[C:31](=[O:46])[N:30]2[C:26]([CH2:23][CH:24]=[CH2:25])([C:47](=[O:48])[NH:66][CH2:65][C:62]3[CH:61]=[CH:60][C:59]([C:57]([NH:56][C:55]([O:54][C:50]([CH3:53])([CH3:51])[CH3:52])=[O:67])=[NH:58])=[CH:64][CH:63]=3)[CH2:27][CH2:28][C:29]2=[N:34][CH:33]=1)[C:40]1[CH:45]=[CH:44][CH:43]=[CH:42][CH:41]=1, predict the reactants needed to synthesize it. The reactants are: C(OC(=O)NC1C(=O)N2C(C)CCC2=NC=1)C1C=CC=CC=1.[CH2:23]([C:26]1([C:47](O)=[O:48])[N:30]2[C:31](=[O:46])[C:32]([NH:35][C:36]([O:38][CH2:39][C:40]3[CH:45]=[CH:44][CH:43]=[CH:42][CH:41]=3)=[O:37])=[CH:33][N:34]=[C:29]2[CH2:28][CH2:27]1)[CH:24]=[CH2:25].[C:50]([O:54][C:55](=[O:67])[NH:56][C:57]([C:59]1[CH:64]=[CH:63][C:62]([CH2:65][NH2:66])=[CH:61][CH:60]=1)=[NH:58])([CH3:53])([CH3:52])[CH3:51].